From a dataset of Catalyst prediction with 721,799 reactions and 888 catalyst types from USPTO. Predict which catalyst facilitates the given reaction. (1) The catalyst class is: 4. Reactant: [F:1][C:2]1[CH:3]=[C:4]([CH:8]=[CH:9][C:10]=1[F:11])[C:5](Cl)=[O:6].[NH2:12][C@@H:13]1[CH2:18][CH2:17][CH2:16][N:15](C(OC(C)(C)C)=O)[CH2:14]1.CCN(C(C)C)C(C)C.C(O)C(N)(CO)CO. Product: [F:1][C:2]1[CH:3]=[C:4]([CH:8]=[CH:9][C:10]=1[F:11])[C:5]([NH:12][C@@H:13]1[CH2:18][CH2:17][CH2:16][NH:15][CH2:14]1)=[O:6]. (2) Reactant: C1CCN2C(=NCCC2)CC1.[C:12](C1NC=CN=1)(C1NC=CN=1)=[O:13].[CH2:24]([NH:26][C:27](=[O:54])[NH:28][C:29]1[N:34]=[CH:33][C:32]([C:35]2[CH:36]=[N:37][CH:38]=[C:39]([C:41](=[NH:44])[NH:42][OH:43])[CH:40]=2)=[C:31]([C:45]2[S:46][CH:47]=[C:48]([C:50]([F:53])([F:52])[F:51])[N:49]=2)[CH:30]=1)[CH3:25]. Product: [CH2:24]([NH:26][C:27]([NH:28][C:29]1[N:34]=[CH:33][C:32]([C:35]2[CH:36]=[N:37][CH:38]=[C:39]([C:41]3[NH:44][C:12](=[O:13])[O:43][N:42]=3)[CH:40]=2)=[C:31]([C:45]2[S:46][CH:47]=[C:48]([C:50]([F:53])([F:51])[F:52])[N:49]=2)[CH:30]=1)=[O:54])[CH3:25]. The catalyst class is: 12. (3) Reactant: [C:1]([O:4][CH:5]([CH2:19][O:20][C:21](=[O:23])[CH3:22])[CH2:6][O:7][CH2:8][CH2:9][CH2:10][CH2:11][CH2:12][CH2:13][CH2:14][CH2:15][CH2:16][CH:17]=C)(=[O:3])[CH3:2].[O:24]=[O+][O-].O=O.[BH4-].[Na+]. Product: [C:1]([O:4][CH:5]([CH2:19][O:20][C:21](=[O:23])[CH3:22])[CH2:6][O:7][CH2:8][CH2:9][CH2:10][CH2:11][CH2:12][CH2:13][CH2:14][CH2:15][CH2:16][CH2:17][OH:24])(=[O:3])[CH3:2]. The catalyst class is: 252. (4) Product: [C:1]([O:5][C:6](=[O:15])[N:7]([CH:8]1[CH2:13][CH2:12][N:11]([CH2:16][CH3:17])[CH2:10][CH2:9]1)[CH3:14])([CH3:4])([CH3:3])[CH3:2]. Reactant: [C:1]([O:5][C:6](=[O:15])[N:7]([CH3:14])[CH:8]1[CH2:13][CH2:12][NH:11][CH2:10][CH2:9]1)([CH3:4])([CH3:3])[CH3:2].[CH:16](=O)[CH3:17].C(O[BH-](OC(=O)C)OC(=O)C)(=O)C.[Na+]. The catalyst class is: 4. (5) Reactant: [NH2:1][C:2]1[N:7]=[C:6]([N:8]2[CH2:13][CH2:12][CH2:11][C@@H:10]([C:14]([N:16]([CH3:18])[CH3:17])=[O:15])[CH2:9]2)[CH:5]=[CH:4][C:3]=1[N+:19]([O-])=O.[F:22][CH:23]([F:33])[O:24][C:25]1[CH:26]=[C:27]([CH:30]=[CH:31][CH:32]=1)[CH:28]=O.O.S(S([O-])=O)([O-])=O.[Na+].[Na+]. Product: [F:22][CH:23]([F:33])[O:24][C:25]1[CH:26]=[C:27]([C:28]2[NH:1][C:2]3=[N:7][C:6]([N:8]4[CH2:13][CH2:12][CH2:11][C@@H:10]([C:14]([N:16]([CH3:18])[CH3:17])=[O:15])[CH2:9]4)=[CH:5][CH:4]=[C:3]3[N:19]=2)[CH:30]=[CH:31][CH:32]=1. The catalyst class is: 9.